Dataset: Catalyst prediction with 721,799 reactions and 888 catalyst types from USPTO. Task: Predict which catalyst facilitates the given reaction. (1) Reactant: C[O:2][C:3]([C:5]1[N:9]=[CH:8][N:7]([CH:10]2[CH:14]([O:15]C(=O)C3C=CC=CC=3)[CH2:13][CH:12]([O:24][CH2:25][P:26]([O:31]CC)([O:28]CC)=[O:27])[O:11]2)[N:6]=1)=O.Br[Si](C)(C)C.[N:39]1C(C)=CC=CC=1C.N. Product: [C:3]([C:5]1[N:9]=[CH:8][N:7]([CH:10]2[O:11][CH:12]([O:24][CH2:25][P:26](=[O:27])([OH:28])[OH:31])[CH2:13][CH:14]2[OH:15])[N:6]=1)(=[O:2])[NH2:39]. The catalyst class is: 23. (2) The catalyst class is: 22. Product: [F:30][C:2]([F:1])([F:29])[C:3]([N:5]([C@@H:6]1[CH2:8][C@H:7]1[C:9]1[CH:14]=[CH:13][CH:12]=[CH:11][CH:10]=1)[CH2:15][CH:16]1[CH2:17][CH2:18][NH:19][CH2:20][CH2:21]1)=[O:4]. Reactant: [F:1][C:2]([F:30])([F:29])[C:3]([N:5]([CH2:15][CH:16]1[CH2:21][CH2:20][N:19](C(OC(C)(C)C)=O)[CH2:18][CH2:17]1)[C@@H:6]1[CH2:8][C@H:7]1[C:9]1[CH:14]=[CH:13][CH:12]=[CH:11][CH:10]=1)=[O:4].FC(F)(F)C(O)=O.